Dataset: Forward reaction prediction with 1.9M reactions from USPTO patents (1976-2016). Task: Predict the product of the given reaction. (1) Given the reactants C[O:2][C:3](=[O:38])[CH2:4][N:5]1[CH:9]=[C:8]([C:10]#[N:11])[C:7]([C:12]2[CH:17]=[C:16]([C:18]([F:21])([F:20])[F:19])[CH:15]=[C:14]([S:22]([N:25]3[CH2:30][CH2:29][CH:28]([CH2:31][C:32]4[CH:37]=[CH:36][CH:35]=[CH:34][CH:33]=4)[CH2:27][CH2:26]3)(=[O:24])=[O:23])[CH:13]=2)=[CH:6]1.[OH-].[Na+].Cl, predict the reaction product. The product is: [CH2:31]([CH:28]1[CH2:29][CH2:30][N:25]([S:22]([C:14]2[CH:13]=[C:12]([C:7]3[C:8]([C:10]#[N:11])=[CH:9][N:5]([CH2:4][C:3]([OH:38])=[O:2])[CH:6]=3)[CH:17]=[C:16]([C:18]([F:19])([F:20])[F:21])[CH:15]=2)(=[O:23])=[O:24])[CH2:26][CH2:27]1)[C:32]1[CH:37]=[CH:36][CH:35]=[CH:34][CH:33]=1. (2) Given the reactants [OH:1][CH:2]([CH3:9])[CH2:3][C:4]([O:6][CH2:7][CH3:8])=[O:5].P([O-])([O-])([O-])=O.[K+].[K+].[K+], predict the reaction product. The product is: [OH:1][C@@H:2]([CH3:9])[CH2:3][C:4]([O:6][CH2:7][CH3:8])=[O:5]. (3) Given the reactants [Cl:1][C:2]1[CH:3]=[C:4]([NH:9][C:10]2[C:19]3[C:14](=[CH:15][CH:16]=[CH:17][C:18]=3[O:20][C@H:21]([CH3:28])[CH2:22][N:23]([CH3:27])[C:24](=[O:26])[CH3:25])[N:13]=[CH:12][N:11]=2)[CH:5]=[CH:6][C:7]=1[OH:8].Cl.Cl[CH2:31][C:32]1[N:33]=[CH:34][S:35][CH:36]=1, predict the reaction product. The product is: [Cl:1][C:2]1[CH:3]=[C:4]([NH:9][C:10]2[C:19]3[C:14](=[CH:15][CH:16]=[CH:17][C:18]=3[O:20][C@H:21]([CH3:28])[CH2:22][N:23]([CH3:27])[C:24](=[O:26])[CH3:25])[N:13]=[CH:12][N:11]=2)[CH:5]=[CH:6][C:7]=1[O:8][CH2:31][C:32]1[N:33]=[CH:34][S:35][CH:36]=1. (4) Given the reactants [CH3:1][O:2][C:3](=[O:17])[CH:4]=[CH:5][CH:6]([CH3:16])[CH2:7][O:8]CC1C=CC=CC=1, predict the reaction product. The product is: [CH3:1][O:2][C:3](=[O:17])[CH2:4][CH2:5][CH:6]([CH3:16])[CH2:7][OH:8]. (5) Given the reactants [CH:1]1([N:7]2[C:11](=[O:12])[C:10]([NH:13][C:14]([C:16]3[C:20]([CH3:21])=[C:19]([CH:22]=[O:23])[O:18][N:17]=3)=[O:15])=[C:9]([CH3:24])[N:8]2[CH3:25])[CH2:6][CH2:5][CH2:4][CH2:3][CH2:2]1.[CH2:26]([Mg]Br)[CH:27]=[CH2:28].CCOCC.[NH4+].[Cl-], predict the reaction product. The product is: [CH:1]1([N:7]2[C:11](=[O:12])[C:10]([NH:13][C:14]([C:16]3[C:20]([CH3:21])=[C:19]([CH:22]([OH:23])[CH2:28][CH:27]=[CH2:26])[O:18][N:17]=3)=[O:15])=[C:9]([CH3:24])[N:8]2[CH3:25])[CH2:2][CH2:3][CH2:4][CH2:5][CH2:6]1.